From a dataset of Forward reaction prediction with 1.9M reactions from USPTO patents (1976-2016). Predict the product of the given reaction. (1) Given the reactants [NH2:1][C:2]1[C:3]([C:9]([NH2:11])=O)=[N:4][C:5]([Br:8])=[CH:6][N:7]=1.O=P(Cl)(Cl)Cl.C([O-])([O-])=O.[Na+].[Na+].O, predict the reaction product. The product is: [NH2:1][C:2]1[C:3]([C:9]#[N:11])=[N:4][C:5]([Br:8])=[CH:6][N:7]=1. (2) Given the reactants [OH:1]O.[N+:3]1([O-:17])[C:8]2[CH:9]=[C:10]3[C:14](=[CH:15][C:7]=2[N:6]=[C:5]([NH2:16])[N:4]=1)[CH2:13][CH2:12][CH2:11]3.N, predict the reaction product. The product is: [N+:3]1([O-:17])[C:8]2[CH:9]=[C:10]3[C:14](=[CH:15][C:7]=2[N+:6]([O-:1])=[C:5]([NH2:16])[N:4]=1)[CH2:13][CH2:12][CH2:11]3.